This data is from Catalyst prediction with 721,799 reactions and 888 catalyst types from USPTO. The task is: Predict which catalyst facilitates the given reaction. (1) Reactant: [CH3:1][C:2]1[CH:3]=[N:4][NH:5][CH:6]=1.Br[CH2:8][CH2:9][C@@:10]([CH3:20])([S:16]([CH3:19])(=[O:18])=[O:17])[C:11]([O:13][CH2:14][CH3:15])=[O:12].C(=O)([O-])[O-].[Cs+].[Cs+]. Product: [CH3:20][C@@:10]([S:16]([CH3:19])(=[O:17])=[O:18])([CH2:9][CH2:8][N:4]1[CH:3]=[C:2]([CH3:1])[CH:6]=[N:5]1)[C:11]([O:13][CH2:14][CH3:15])=[O:12]. The catalyst class is: 49. (2) Reactant: [CH3:1][S:2]([O:5][C:6]1[CH:7]=[C:8]([CH:12]=[CH:13][CH:14]=1)[C:9]([OH:11])=O)(=[O:4])=[O:3].[NH2:15][CH:16]1[CH2:21][CH2:20][N:19]([C:22]([O:24][C:25]([CH3:28])([CH3:27])[CH3:26])=[O:23])[CH2:18][CH2:17]1.F[P-](F)(F)(F)(F)F.N1(O[P+](N(C)C)(N(C)C)N(C)C)C2C=CC=CC=2N=N1.C(N(C(C)C)C(C)C)C. Product: [C:25]([O:24][C:22]([N:19]1[CH2:20][CH2:21][CH:16]([NH:15][C:9](=[O:11])[C:8]2[CH:12]=[CH:13][CH:14]=[C:6]([O:5][S:2]([CH3:1])(=[O:3])=[O:4])[CH:7]=2)[CH2:17][CH2:18]1)=[O:23])([CH3:28])([CH3:26])[CH3:27]. The catalyst class is: 1. (3) Reactant: N1C=CC=C[C:2]=1NC1C=CC=CC=1N.CC(=CC1C=CC=CC=1)C(Cl)=O.[N:27]1[CH:32]=[CH:31][CH:30]=[CH:29][C:28]=1[N:33]1[C:37]2[CH:38]=[CH:39][CH:40]=[CH:41][C:36]=2[N:35]=[C:34]1/[CH:42]=[CH:43]/[C:44]1[CH:49]=[CH:48][CH:47]=[CH:46][CH:45]=1.[C:50]([OH:55])(=[O:54])[C:51]([OH:53])=[O:52]. Product: [C:50]([OH:55])(=[O:54])[C:51]([OH:53])=[O:52].[CH3:2]/[C:43](/[C:44]1[CH:45]=[CH:46][CH:47]=[CH:48][CH:49]=1)=[CH:42]\[C:34]1[N:33]([C:28]2[CH:29]=[CH:30][CH:31]=[CH:32][N:27]=2)[C:37]2[CH:38]=[CH:39][CH:40]=[CH:41][C:36]=2[N:35]=1. The catalyst class is: 13. (4) Reactant: [Br:1][C:2]1[N:7]=[C:6]([CH:8]([N:11]2[CH2:16][CH2:15][O:14][CH2:13][CH2:12]2)[CH2:9][OH:10])[CH:5]=[CH:4][CH:3]=1.[H-].[Na+].I[CH3:20].[NH4+].[Cl-]. The catalyst class is: 1. Product: [Br:1][C:2]1[N:7]=[C:6]([CH:8]([N:11]2[CH2:16][CH2:15][O:14][CH2:13][CH2:12]2)[CH2:9][O:10][CH3:20])[CH:5]=[CH:4][CH:3]=1.